This data is from Peptide-MHC class I binding affinity with 185,985 pairs from IEDB/IMGT. The task is: Regression. Given a peptide amino acid sequence and an MHC pseudo amino acid sequence, predict their binding affinity value. This is MHC class I binding data. (1) The MHC is HLA-B15:03 with pseudo-sequence HLA-B15:03. The peptide sequence is LSVPAAIMM. The binding affinity (normalized) is 0.609. (2) The peptide sequence is RDYVDRFFKTL. The MHC is HLA-B51:01 with pseudo-sequence HLA-B51:01. The binding affinity (normalized) is 0.0704. (3) The peptide sequence is LMTHTWHAK. The MHC is HLA-A02:03 with pseudo-sequence HLA-A02:03. The binding affinity (normalized) is 0.0847. (4) The peptide sequence is TFKIDAVRYY. The MHC is HLA-A31:01 with pseudo-sequence HLA-A31:01. The binding affinity (normalized) is 0.0815. (5) The peptide sequence is YHQRFVQAL. The MHC is HLA-B58:01 with pseudo-sequence HLA-B58:01. The binding affinity (normalized) is 0.0847. (6) The peptide sequence is RRKSSGGKGGSY. The MHC is HLA-B27:02 with pseudo-sequence YHTEYREICAKTDENIAYLNYHDYTWAVLAYEWY. The binding affinity (normalized) is 0.213. (7) The peptide sequence is RIKIDKLRQI. The MHC is HLA-A02:01 with pseudo-sequence HLA-A02:01. The binding affinity (normalized) is 0. (8) The peptide sequence is MKINIASI. The MHC is H-2-Kb with pseudo-sequence H-2-Kb. The binding affinity (normalized) is 0.0735. (9) The binding affinity (normalized) is 0.728. The peptide sequence is FMKDGRSLVV. The MHC is HLA-A02:03 with pseudo-sequence HLA-A02:03. (10) The peptide sequence is EIRGVLPEET. The MHC is HLA-A02:03 with pseudo-sequence HLA-A02:03. The binding affinity (normalized) is 0.215.